Dataset: Catalyst prediction with 721,799 reactions and 888 catalyst types from USPTO. Task: Predict which catalyst facilitates the given reaction. (1) Reactant: C[O:2][C:3](=[O:35])[CH2:4][O:5][C:6]1[CH:11]=[CH:10][C:9]([N:12]([CH2:14][C:15]2[C:16]([CH:31]3[CH2:33][CH2:32]3)=[N:17][C:18]([C:21]3[CH:26]=[CH:25][C:24]([C:27]([F:30])([F:29])[F:28])=[CH:23][CH:22]=3)=[N:19][CH:20]=2)[CH3:13])=[CH:8][C:7]=1[CH3:34].[Li+].[OH-]. Product: [CH:31]1([C:16]2[C:15]([CH2:14][N:12]([CH3:13])[C:9]3[CH:10]=[CH:11][C:6]([O:5][CH2:4][C:3]([OH:35])=[O:2])=[C:7]([CH3:34])[CH:8]=3)=[CH:20][N:19]=[C:18]([C:21]3[CH:26]=[CH:25][C:24]([C:27]([F:29])([F:30])[F:28])=[CH:23][CH:22]=3)[N:17]=2)[CH2:33][CH2:32]1. The catalyst class is: 116. (2) Reactant: [Br:1][C:2]1[CH:3]=[C:4]([CH2:10][CH2:11][C:12]([O:14][CH3:15])=[O:13])[CH:5]=[C:6]([Cl:9])[C:7]=1[OH:8].[CH:29]1[CH:34]=[CH:33][C:32](P([C:29]2[CH:34]=[CH:33][CH:32]=[CH:31][CH:30]=2)[C:29]2[CH:34]=[CH:33][CH:32]=[CH:31][CH:30]=2)=[CH:31][CH:30]=1.C1(CO)CCCC1.CC(OC(/N=N/C(OC(C)C)=O)=O)C. Product: [Br:1][C:2]1[CH:3]=[C:4]([CH2:10][CH2:11][C:12]([O:14][CH3:15])=[O:13])[CH:5]=[C:6]([Cl:9])[C:7]=1[O:8][CH2:29][CH:34]1[CH2:30][CH2:31][CH2:32][CH2:33]1. The catalyst class is: 175.